This data is from NCI-60 drug combinations with 297,098 pairs across 59 cell lines. The task is: Regression. Given two drug SMILES strings and cell line genomic features, predict the synergy score measuring deviation from expected non-interaction effect. Drug 1: C1CN1C2=NC(=NC(=N2)N3CC3)N4CC4. Drug 2: C(=O)(N)NO. Cell line: ACHN. Synergy scores: CSS=64.8, Synergy_ZIP=-2.74, Synergy_Bliss=-3.04, Synergy_Loewe=-33.5, Synergy_HSA=-1.20.